Dataset: Catalyst prediction with 721,799 reactions and 888 catalyst types from USPTO. Task: Predict which catalyst facilitates the given reaction. (1) Reactant: FC(F)(F)S(O[C:7]1[C:11]2[C:12]([O:16][CH3:17])=[N:13][CH:14]=[CH:15][C:10]=2[N:9]([CH:18]2[CH2:22][CH2:21][CH2:20][CH2:19]2)[N:8]=1)(=O)=O.CC1(C)C(C)(C)OB([C:33]2[CH:41]=[CH:40][C:36]([C:37]([NH2:39])=[O:38])=[CH:35][CH:34]=2)O1.C(=O)([O-])[O-].[Na+].[Na+].O. Product: [CH:18]1([N:9]2[C:10]3[CH:15]=[CH:14][N:13]=[C:12]([O:16][CH3:17])[C:11]=3[C:7]([C:33]3[CH:41]=[CH:40][C:36]([C:37]([NH2:39])=[O:38])=[CH:35][CH:34]=3)=[N:8]2)[CH2:22][CH2:21][CH2:20][CH2:19]1. The catalyst class is: 104. (2) Reactant: [CH3:1][C:2]([C:4]1[CH:9]=[C:8]([Br:10])[CH:7]=[CH:6][C:5]=1[OH:11])=[O:3].[C:12]1([CH:18]2[CH2:23][CH2:22][C:21](=O)[CH2:20][CH2:19]2)[CH:17]=[CH:16][CH:15]=[CH:14][CH:13]=1.N1CCCC1. Product: [Br:10][C:8]1[CH:9]=[C:4]2[C:5](=[CH:6][CH:7]=1)[O:11][C:21]1([CH2:20][CH2:19][CH:18]([C:12]3[CH:17]=[CH:16][CH:15]=[CH:14][CH:13]=3)[CH2:23][CH2:22]1)[CH2:1][C:2]2=[O:3]. The catalyst class is: 5. (3) Reactant: [CH3:1][C@:2]1([C:27]([OH:29])=O)[CH2:6][CH2:5][CH2:4][N:3]1[C:7]([CH:9]1[CH2:14][CH2:13][N:12]([C:15]2[CH:16]=[N:17][CH:18]=[CH:19][C:20]=2[C:21]2[S:22][C:23]([CH3:26])=[N:24][N:25]=2)[CH2:11][CH2:10]1)=[O:8].CC[N:32](C(C)C)C(C)C.CN(C(ON1N=NC2C=CC=NC1=2)=[N+](C)C)C.F[P-](F)(F)(F)(F)F.N.C1COCC1. Product: [CH3:1][C@:2]1([C:27]([NH2:32])=[O:29])[CH2:6][CH2:5][CH2:4][N:3]1[C:7]([CH:9]1[CH2:14][CH2:13][N:12]([C:15]2[CH:16]=[N:17][CH:18]=[CH:19][C:20]=2[C:21]2[S:22][C:23]([CH3:26])=[N:24][N:25]=2)[CH2:11][CH2:10]1)=[O:8]. The catalyst class is: 650.